From a dataset of Reaction yield outcomes from USPTO patents with 853,638 reactions. Predict the reaction yield, written as a fraction of the theoretical maximum amount of product (1.0 means a 100% yield; for example, 0.34 means a 34% yield). (1) The reactants are [C:1]1([CH2:7][O:8][C:9]2[CH:10]=[C:11]3[C:15](=[CH:16][CH:17]=2)[N:14]([S:18]([C:21]2[CH:26]=[CH:25][CH:24]=[CH:23][CH:22]=2)(=[O:20])=[O:19])[CH:13]=[CH:12]3)[CH:6]=[CH:5][CH:4]=[CH:3][CH:2]=1.[Li][CH2:28][CH2:29][CH2:30]C.C(I)CC. The catalyst is C1COCC1. The product is [C:1]1([CH2:7][O:8][C:9]2[CH:10]=[C:11]3[C:15](=[CH:16][CH:17]=2)[N:14]([S:18]([C:21]2[CH:26]=[CH:25][CH:24]=[CH:23][CH:22]=2)(=[O:20])=[O:19])[C:13]([CH2:28][CH2:29][CH3:30])=[CH:12]3)[CH:2]=[CH:3][CH:4]=[CH:5][CH:6]=1. The yield is 0.710. (2) The reactants are [OH:1][CH2:2][C@@H:3]1[O:7]C(C)(C)[O:5][C@H:4]1[CH2:10][N:11]1[C:21]2=[C:22]3[C:17](=[CH:18][CH:19]=[CH:20]2)[C:16]([CH3:24])([CH3:23])[CH2:15][CH2:14][N:13]3[C:12]1=[O:25]. The catalyst is C(O)(=O)C.O. The product is [CH3:23][C:16]1([CH3:24])[C:17]2[C:22]3=[C:21]([N:11]([CH2:10][C@@H:4]([OH:5])[C@H:3]([OH:7])[CH2:2][OH:1])[C:12](=[O:25])[N:13]3[CH2:14][CH2:15]1)[CH:20]=[CH:19][CH:18]=2. The yield is 0.790. (3) The reactants are [NH2:1][C:2]1[C:7]([OH:8])=[CH:6][CH:5]=[C:4]([CH3:9])[N:3]=1.C(=O)(O)[O-].[Na+].O.Cl[CH2:17][C:18](Cl)=[O:19]. The catalyst is CC(=O)CC. The product is [CH3:9][C:4]1[CH:5]=[CH:6][C:7]2[O:8][CH2:17][C:18](=[O:19])[NH:1][C:2]=2[N:3]=1. The yield is 0.790. (4) The reactants are [CH3:1][C:2]([CH3:9])([CH3:8])[C:3](=O)[CH2:4][C:5]#[N:6].Cl.[C:11]([C:13]1[CH:18]=[CH:17][C:16]([NH:19][NH2:20])=[CH:15][CH:14]=1)#[N:12]. The catalyst is CCO. The product is [NH2:6][C:5]1[N:19]([C:16]2[CH:17]=[CH:18][C:13]([C:11]#[N:12])=[CH:14][CH:15]=2)[N:20]=[C:3]([C:2]([CH3:9])([CH3:8])[CH3:1])[CH:4]=1. The yield is 0.180.